From a dataset of Forward reaction prediction with 1.9M reactions from USPTO patents (1976-2016). Predict the product of the given reaction. (1) Given the reactants COC1C=CC(C[N:8]2[CH2:12][C@@:11]3([CH2:17][CH2:16][CH2:15][C@@:14]([CH2:19][N:20]4[C:24]5[CH:25]=[C:26]([C:29]#[N:30])[CH:27]=[CH:28][C:23]=5[N:22]=[CH:21]4)([CH3:18])[CH2:13]3)[O:10][C:9]2=[O:31])=CC=1, predict the reaction product. The product is: [CH3:18][C@:14]1([CH2:19][N:20]2[C:24]3[CH:25]=[C:26]([C:29]#[N:30])[CH:27]=[CH:28][C:23]=3[N:22]=[CH:21]2)[CH2:15][CH2:16][CH2:17][C@:11]2([O:10][C:9](=[O:31])[NH:8][CH2:12]2)[CH2:13]1. (2) Given the reactants [F:1][C:2]1[C:7]([F:8])=[CH:6][CH:5]=[CH:4][C:3]=1[NH:9][C:10](=[O:19])[CH:11]=[CH:12]C1C=CC=CC=1.[Cl-].[Cl-].[Cl-].[Al+3].BrC1C=C2C(C=CC(=O)N2)=CC=1, predict the reaction product. The product is: [F:8][C:7]1[C:2]([F:1])=[C:3]2[C:4]([CH:12]=[CH:11][C:10](=[O:19])[NH:9]2)=[CH:5][CH:6]=1.